Dataset: Reaction yield outcomes from USPTO patents with 853,638 reactions. Task: Predict the reaction yield, written as a fraction of the theoretical maximum amount of product (1.0 means a 100% yield; for example, 0.34 means a 34% yield). (1) The reactants are [CH2:1]([N:8]1[CH:12]=[CH:11][C:10]([C:13]#[N:14])=[C:9]1[C:15]([OH:17])=O)[C:2]1[CH:7]=[CH:6][CH:5]=[CH:4][CH:3]=1.Cl.[CH3:19][O:20][C:21](=[O:25])[CH2:22][NH:23][CH3:24].CCN(C(C)C)C(C)C.CN(C(ON1N=NC2C=CC=NC1=2)=[N+](C)C)C.F[P-](F)(F)(F)(F)F. The catalyst is CN(C)C=O.[Cl-].[Na+].O. The product is [CH2:1]([N:8]1[CH:12]=[CH:11][C:10]([C:13]#[N:14])=[C:9]1[C:15]([N:23]([CH2:22][C:21]([O:20][CH3:19])=[O:25])[CH3:24])=[O:17])[C:2]1[CH:3]=[CH:4][CH:5]=[CH:6][CH:7]=1. The yield is 0.910. (2) The reactants are Br[C:2]1[S:3][CH:4]=[CH:5][C:6]=1[CH3:7].[Li]CCCC.C(O[B:17]1[O:21][C:20]([CH3:23])([CH3:22])[C:19]([CH3:25])([CH3:24])[O:18]1)(C)C. The catalyst is C1COCC1. The product is [CH3:24][C:19]1([CH3:25])[C:20]([CH3:23])([CH3:22])[O:21][B:17]([C:2]2[S:3][CH:4]=[CH:5][C:6]=2[CH3:7])[O:18]1. The yield is 0.530. (3) The reactants are Cl[CH2:2][C:3]([N:5]1[C:13]2[C:8](=[CH:9][C:10]([O:14][CH:15]3[CH2:20][CH2:19][CH:18]([C:21]([F:24])([F:23])[F:22])[CH2:17][CH2:16]3)=[CH:11][CH:12]=2)[CH2:7][CH2:6]1)=[O:4].[CH2:25]([O:27][C:28](=[O:32])[CH2:29][CH2:30][NH2:31])[CH3:26].Cl.C(=O)([O-])[O-].[K+].[K+]. The catalyst is C(#N)C.O. The product is [CH2:25]([O:27][C:28](=[O:32])[CH2:29][CH2:30][NH:31][CH2:2][C:3](=[O:4])[N:5]1[C:13]2[C:8](=[CH:9][C:10]([O:14][CH:15]3[CH2:20][CH2:19][CH:18]([C:21]([F:24])([F:23])[F:22])[CH2:17][CH2:16]3)=[CH:11][CH:12]=2)[CH2:7][CH2:6]1)[CH3:26]. The yield is 0.100. (4) The reactants are [H-].[K+].[N:3]1[C:12]2[C:7](=[CH:8][CH:9]=[CH:10][C:11]=2[CH:13]2[C:21]3[C:16](=[CH:17][CH:18]=[CH:19][CH:20]=3)[CH:15]=[CH:14]2)[CH:6]=[CH:5][CH:4]=1.[Cl-:22].[Cr+3:23].[Cl-].[Cl-]. The catalyst is C1COCC1. The product is [Cl-:22].[Cl-:22].[N:3]1[C:12]2[C:7](=[CH:8][CH:9]=[CH:10][C:11]=2[CH:13]2[C:21]3[C:16](=[CH:17][CH:18]=[CH:19][CH:20]=3)[CH:15]=[C:14]2[Cr+2:23])[CH:6]=[CH:5][CH:4]=1. The yield is 0.500. (5) The product is [CH2:1]([NH:3][C:4]([C:6]1[C:10]([C:12]2[CH:17]=[CH:16][C:15]([CH:35]=[O:38])=[CH:14][CH:13]=2)=[C:9]([C:12]2[CH:17]=[C:16]([Cl:18])[C:15]([O:19][CH2:20][C:21]3[CH:26]=[CH:25][CH:24]=[CH:23][CH:22]=3)=[CH:14][C:13]=2[O:27][CH2:28][C:29]2[CH:34]=[CH:33][CH:32]=[CH:31][CH:30]=2)[O:8][N:7]=1)=[O:5])[CH3:2]. The reactants are [CH2:1]([NH:3][C:4]([C:6]1[C:10](I)=[C:9]([C:12]2[CH:17]=[C:16]([Cl:18])[C:15]([O:19][CH2:20][C:21]3[CH:26]=[CH:25][CH:24]=[CH:23][CH:22]=3)=[CH:14][C:13]=2[O:27][CH2:28][C:29]2[CH:34]=[CH:33][CH:32]=[CH:31][CH:30]=2)[O:8][N:7]=1)=[O:5])[CH3:2].[C:35]([O-:38])(O)=O.[Na+].CN(C=O)C. The yield is 0.820. The catalyst is CCOC(C)=O.Cl[Pd](Cl)([P](C1C=CC=CC=1)(C1C=CC=CC=1)C1C=CC=CC=1)[P](C1C=CC=CC=1)(C1C=CC=CC=1)C1C=CC=CC=1. (6) The reactants are [N:1]1[CH:6]=[CH:5][C:4]([O:7][C@@H:8]2[CH2:13][CH2:12][C@H:11]([CH:14]([CH2:18][CH3:19])C(O)=O)[CH2:10][CH2:9]2)=[CH:3][CH:2]=1.P([N:36]=[N+]=[N-])(=O)(OC1C=CC=CC=1)OC1C=CC=CC=1.O.[Li+].[OH-].Cl. The catalyst is C1(C)C=CC=CC=1. The product is [N:1]1[CH:6]=[CH:5][C:4]([O:7][C@@H:8]2[CH2:13][CH2:12][C@H:11]([CH:14]([NH2:36])[CH2:18][CH3:19])[CH2:10][CH2:9]2)=[CH:3][CH:2]=1. The yield is 0.800. (7) The reactants are [Cl:1][C:2]1[C:3]2[CH:13]=[CH:12][CH:11]=[CH:10][C:4]=2[S:5][C:6]=1[C:7](O)=[O:8].[H-].[H-].[H-].[H-].[Li+].[Al+3]. The catalyst is C1COCC1. The product is [Cl:1][C:2]1[C:3]2[CH:13]=[CH:12][CH:11]=[CH:10][C:4]=2[S:5][C:6]=1[CH2:7][OH:8]. The yield is 0.460.